Dataset: Catalyst prediction with 721,799 reactions and 888 catalyst types from USPTO. Task: Predict which catalyst facilitates the given reaction. (1) Reactant: [OH:1][C:2]1[CH:10]=[CH:9][CH:8]=[C:7]2[C:3]=1[CH:4]=[CH:5][NH:6]2.[OH-].[K+].CS(C)=O.Br[CH2:18][CH2:19][CH2:20][Cl:21]. Product: [Cl:21][CH2:20][CH2:19][CH2:18][O:1][C:2]1[CH:10]=[CH:9][CH:8]=[C:7]2[C:3]=1[CH:4]=[CH:5][NH:6]2. The catalyst class is: 6. (2) Reactant: [C:1]1([S:7]([Cl:10])(=[O:9])=[O:8])[CH:6]=[CH:5][CH:4]=[CH:3][CH:2]=1.Cl.Cl.[CH2:13]1[C:23]2=[C:24]3[C:19](=[CH:20][CH:21]=[CH:22]2)[CH2:18][CH2:17][N:16]([CH2:25][CH2:26][CH2:27][NH:28][C:29]2[CH:30]=[C:31]([CH3:35])[CH:32]=[CH:33][CH:34]=2)[CH:15]3[CH2:14]1.CCN(C(C)C)C(C)C. Product: [ClH:10].[CH2:13]1[C:23]2=[C:24]3[C:19](=[CH:20][CH:21]=[CH:22]2)[CH2:18][CH2:17][N:16]([CH2:25][CH2:26][CH2:27][N:28]([C:29]2[CH:30]=[C:31]([CH3:35])[CH:32]=[CH:33][CH:34]=2)[S:7]([C:1]2[CH:6]=[CH:5][CH:4]=[CH:3][CH:2]=2)(=[O:9])=[O:8])[CH:15]3[CH2:14]1. The catalyst class is: 2. (3) Reactant: [F:1][C:2]1[CH:8]=[CH:7][CH:6]=[C:5]([F:9])[C:3]=1[NH2:4].C1C(=O)N([Br:17])C(=O)C1. Product: [Br:17][C:7]1[CH:8]=[C:2]([F:1])[C:3]([NH2:4])=[C:5]([F:9])[CH:6]=1. The catalyst class is: 2.